Dataset: Forward reaction prediction with 1.9M reactions from USPTO patents (1976-2016). Task: Predict the product of the given reaction. (1) Given the reactants [NH2:1][CH2:2][CH2:3][CH2:4][CH2:5][NH:6][C:7](=[O:13])[O:8][C:9]([CH3:12])([CH3:11])[CH3:10].[CH2:14]([O:21][C:22]1[CH:31]=[C:30]2[C:25]([C:26](Cl)=[C:27]([N+:32]([O-:34])=[O:33])[CH:28]=[N:29]2)=[CH:24][CH:23]=1)[C:15]1[CH:20]=[CH:19][CH:18]=[CH:17][CH:16]=1.C(N(CC)CC)C, predict the reaction product. The product is: [C:9]([O:8][C:7](=[O:13])[NH:6][CH2:5][CH2:4][CH2:3][CH2:2][NH:1][C:26]1[C:25]2[C:30](=[CH:31][C:22]([O:21][CH2:14][C:15]3[CH:20]=[CH:19][CH:18]=[CH:17][CH:16]=3)=[CH:23][CH:24]=2)[N:29]=[CH:28][C:27]=1[N+:32]([O-:34])=[O:33])([CH3:10])([CH3:12])[CH3:11]. (2) Given the reactants [Al+3].[Cl-].[Cl-].[Cl-].[Cl:5][C:6]1[CH:7]=[C:8]([CH:27]=[CH:28][C:29]=1[F:30])[CH2:9][N:10]([CH2:21][CH:22](OC)OC)S(C1C=CC(C)=CC=1)(=O)=O, predict the reaction product. The product is: [Cl:5][C:6]1[CH:7]=[C:8]2[C:27]([CH:22]=[CH:21][N:10]=[CH:9]2)=[CH:28][C:29]=1[F:30]. (3) Given the reactants [N+:1]([C:4]1[CH:11]=[CH:10][C:7]([CH:8]=O)=[CH:6][CH:5]=1)([O-:3])=[O:2].[NH:12]1[C:20]2[C:15](=[CH:16][CH:17]=[CH:18][CH:19]=2)[CH:14]=[C:13]1[C:21]1[CH:22]=[CH:23][C:24]([O:28][CH3:29])=[C:25]([NH2:27])[CH:26]=1.C(O[BH-](OC(=O)C)OC(=O)C)(=O)C.[Na+].C(=O)(O)[O-].[Na+], predict the reaction product. The product is: [NH:12]1[C:20]2[C:15](=[CH:16][CH:17]=[CH:18][CH:19]=2)[CH:14]=[C:13]1[C:21]1[CH:22]=[CH:23][C:24]([O:28][CH3:29])=[C:25]([NH:27][CH2:8][C:7]2[CH:10]=[CH:11][C:4]([N+:1]([O-:3])=[O:2])=[CH:5][CH:6]=2)[CH:26]=1.